Dataset: Forward reaction prediction with 1.9M reactions from USPTO patents (1976-2016). Task: Predict the product of the given reaction. Given the reactants [Br-:1].[Br-].[Br-].[CH2:4]([N+](CCCC)(CCCC)CCCC)CCC.C([N+](CCCC)(CCCC)CCCC)CCC.C([N+](CCCC)(CCCC)CCCC)CCC.[CH2:55]([C:57]1[CH:63]=[CH:62][C:60](O)=[CH:59][C:58]=1[OH:64])[CH3:56].[C:65]([O-:68])([O-])=O.[K+].[K+].CC1[IH]C=CC=1, predict the reaction product. The product is: [Br:1][C:62]1[CH:63]=[C:57]([CH2:55][CH3:56])[C:58]([O:64][CH3:4])=[CH:59][C:60]=1[O:68][CH3:65].